From a dataset of Reaction yield outcomes from USPTO patents with 853,638 reactions. Predict the reaction yield, written as a fraction of the theoretical maximum amount of product (1.0 means a 100% yield; for example, 0.34 means a 34% yield). (1) The reactants are [CH3:1][C:2]1[C:25]([CH3:26])=[CH:24][CH:23]=[CH:22][C:3]=1[O:4][C@H:5]1[CH2:10][CH2:9][N:8](C(OCC2C=CC=CC=2)=O)[CH2:7][C@H:6]1[OH:21].[H][H].C(OCC)C. The catalyst is CO.[Pd]. The product is [CH3:1][C:2]1[C:25]([CH3:26])=[CH:24][CH:23]=[CH:22][C:3]=1[O:4][C@H:5]1[CH2:10][CH2:9][NH:8][CH2:7][C@H:6]1[OH:21]. The yield is 0.670. (2) The reactants are [CH3:1][O:2][C:3]1[CH:4]=[C:5]2[C:9](=[CH:10][CH:11]=1)[N:8]([CH3:12])[CH:7]=[C:6]2[C:13]1[N:25](S(C2C=CC(C)=CC=2)(=O)=O)[C:16]2=[N:17][CH:18]=[C:19]3[CH:23]=[N:22][N:21]([CH3:24])[C:20]3=[C:15]2[CH:14]=1.[H-].[Na+].[Na+].[I-].[P:40]([O:52][CH2:53]Cl)([O:47][C:48]([CH3:51])([CH3:50])[CH3:49])([O:42][C:43]([CH3:46])([CH3:45])[CH3:44])=[O:41]. The catalyst is CN(C=O)C. The product is [P:40]([O:52][CH2:53][N:25]1[C:16]2=[N:17][CH:18]=[C:19]3[CH:23]=[N:22][N:21]([CH3:24])[C:20]3=[C:15]2[CH:14]=[C:13]1[C:6]1[C:5]2[C:9](=[CH:10][CH:11]=[C:3]([O:2][CH3:1])[CH:4]=2)[N:8]([CH3:12])[CH:7]=1)([O:42][C:43]([CH3:46])([CH3:45])[CH3:44])([O:47][C:48]([CH3:49])([CH3:50])[CH3:51])=[O:41]. The yield is 0.290. (3) The reactants are C(N(CC)CC)C.C(O)(C)(C)C.[CH2:13]([O:16][C:17]1[CH:22]=[CH:21][C:20]([C:23](=[O:25])[CH3:24])=[CH:19][CH:18]=1)[CH2:14][CH3:15].Br[CH2:27][C:28]([C:30]1[CH:35]=[CH:34][CH:33]=[CH:32][C:31]=1[Cl:36])=[O:29]. The catalyst is C1C=CC=CC=1.[Cl-].[Cl-].[Zn+2]. The product is [Cl:36][C:31]1[CH:32]=[CH:33][CH:34]=[CH:35][C:30]=1[C:28](=[O:29])[CH2:27][CH2:24][C:23]([C:20]1[CH:19]=[CH:18][C:17]([O:16][CH2:13][CH2:14][CH3:15])=[CH:22][CH:21]=1)=[O:25]. The yield is 0.370. (4) The reactants are [OH:1][C:2]1[CH:10]=[CH:9][C:5]([CH2:6][CH2:7][OH:8])=[CH:4][C:3]=1[O:11][CH3:12].[CH2:13]([OH:16])[CH2:14][CH3:15]. The catalyst is S(=O)(=O)(O)O. The product is [CH2:13]([O:16][C:7](=[O:8])[CH2:6][C:5]1[CH:9]=[CH:10][C:2]([OH:1])=[C:3]([O:11][CH3:12])[CH:4]=1)[CH2:14][CH3:15]. The yield is 1.00.